From a dataset of NCI-60 drug combinations with 297,098 pairs across 59 cell lines. Regression. Given two drug SMILES strings and cell line genomic features, predict the synergy score measuring deviation from expected non-interaction effect. (1) Cell line: LOX IMVI. Drug 1: CN(C)C1=NC(=NC(=N1)N(C)C)N(C)C. Synergy scores: CSS=8.17, Synergy_ZIP=-3.25, Synergy_Bliss=-2.04, Synergy_Loewe=-5.09, Synergy_HSA=-0.145. Drug 2: CN(CCCl)CCCl.Cl. (2) Drug 2: C1=CN(C(=O)N=C1N)C2C(C(C(O2)CO)O)O.Cl. Cell line: SK-MEL-5. Drug 1: CC(C1=C(C=CC(=C1Cl)F)Cl)OC2=C(N=CC(=C2)C3=CN(N=C3)C4CCNCC4)N. Synergy scores: CSS=11.4, Synergy_ZIP=-0.214, Synergy_Bliss=7.62, Synergy_Loewe=-1.33, Synergy_HSA=2.49. (3) Drug 1: COC1=C2C(=CC3=C1OC=C3)C=CC(=O)O2. Drug 2: CC1C(C(CC(O1)OC2CC(CC3=C2C(=C4C(=C3O)C(=O)C5=CC=CC=C5C4=O)O)(C(=O)C)O)N)O. Cell line: PC-3. Synergy scores: CSS=49.1, Synergy_ZIP=-3.65, Synergy_Bliss=-2.98, Synergy_Loewe=-9.79, Synergy_HSA=0.682. (4) Drug 1: CC1C(C(=O)NC(C(=O)N2CCCC2C(=O)N(CC(=O)N(C(C(=O)O1)C(C)C)C)C)C(C)C)NC(=O)C3=C4C(=C(C=C3)C)OC5=C(C(=O)C(=C(C5=N4)C(=O)NC6C(OC(=O)C(N(C(=O)CN(C(=O)C7CCCN7C(=O)C(NC6=O)C(C)C)C)C)C(C)C)C)N)C. Drug 2: CCN(CC)CCNC(=O)C1=C(NC(=C1C)C=C2C3=C(C=CC(=C3)F)NC2=O)C. Cell line: COLO 205. Synergy scores: CSS=25.3, Synergy_ZIP=-2.65, Synergy_Bliss=3.69, Synergy_Loewe=-7.22, Synergy_HSA=0.341. (5) Drug 1: C1CC(=O)NC(=O)C1N2CC3=C(C2=O)C=CC=C3N. Drug 2: C1=NNC2=C1C(=O)NC=N2. Cell line: MDA-MB-435. Synergy scores: CSS=3.89, Synergy_ZIP=0.388, Synergy_Bliss=2.40, Synergy_Loewe=2.62, Synergy_HSA=1.04. (6) Drug 1: COC1=NC(=NC2=C1N=CN2C3C(C(C(O3)CO)O)O)N. Drug 2: CC(C)CN1C=NC2=C1C3=CC=CC=C3N=C2N. Cell line: SK-MEL-5. Synergy scores: CSS=-0.915, Synergy_ZIP=6.01, Synergy_Bliss=13.8, Synergy_Loewe=1.51, Synergy_HSA=2.10.